This data is from Reaction yield outcomes from USPTO patents with 853,638 reactions. The task is: Predict the reaction yield, written as a fraction of the theoretical maximum amount of product (1.0 means a 100% yield; for example, 0.34 means a 34% yield). (1) The reactants are [Cl:1][C:2]1[C:11]2[C:6](=[CH:7][CH:8]=[C:9](I)[CH:10]=2)[N:5]=[N:4][C:3]=1[C:13]([NH2:15])=[O:14].C([Sn](CCCC)(CCCC)[S:21][CH2:22][CH3:23])CCC. The catalyst is CN(C)C=O.C1C=CC(/C=C/C(/C=C/C2C=CC=CC=2)=O)=CC=1.C1C=CC(/C=C/C(/C=C/C2C=CC=CC=2)=O)=CC=1.C1C=CC(/C=C/C(/C=C/C2C=CC=CC=2)=O)=CC=1.[Pd].[Pd]. The product is [Cl:1][C:2]1[C:11]2[C:6](=[CH:7][CH:8]=[C:9]([S:21][CH2:22][CH3:23])[CH:10]=2)[N:5]=[N:4][C:3]=1[C:13]([NH2:15])=[O:14]. The yield is 0.820. (2) The reactants are [OH:1][CH:2]([C:6]1[CH:11]=[CH:10][C:9]([C:12]2[N:16]=[C:15]([C:17]3[O:21][N:20]=[C:19]([C:22]4[CH:27]=[CH:26][CH:25]=[CH:24][CH:23]=4)[C:18]=3[C:28]([F:31])([F:30])[F:29])[O:14][N:13]=2)=[CH:8][CH:7]=1)[C:3](O)=[O:4].[NH2:32][CH:33]([C:38]#[N:39])[C:34]([NH:36][CH3:37])=[O:35].CN1CCOCC1.CN(C(ON1N=NC2C=CC=NC1=2)=[N+](C)C)C.F[P-](F)(F)(F)(F)F. The catalyst is CN(C=O)C. The product is [C:38]([CH:33]([NH:32][C:3](=[O:4])[CH:2]([OH:1])[C:6]1[CH:7]=[CH:8][C:9]([C:12]2[N:16]=[C:15]([C:17]3[O:21][N:20]=[C:19]([C:22]4[CH:27]=[CH:26][CH:25]=[CH:24][CH:23]=4)[C:18]=3[C:28]([F:29])([F:31])[F:30])[O:14][N:13]=2)=[CH:10][CH:11]=1)[C:34]([NH:36][CH3:37])=[O:35])#[N:39]. The yield is 0.265. (3) The reactants are Cl[C:2]1[N:7]=[C:6]([NH:8][C:9]2[CH:18]=[CH:17][C:12]3[NH:13][C:14](=[O:16])NC=3C=2)[C:5](F)=[CH:4][N:3]=1.[CH3:20][N:21]1[CH2:26][CH2:25][N:24]([C:27]2[N:32]=[CH:31][C:30]([NH2:33])=[CH:29][CH:28]=2)[CH2:23][CH2:22]1.[C:34]([OH:40])([C:36](F)(F)F)=O.[CH3:41]C(O)C. No catalyst specified. The product is [CH3:41][C:5]1[C:6]([NH:8][C:9]2[CH:18]=[CH:17][C:12]3[NH:13][C:14](=[O:16])[O:40][C:34]=3[CH:36]=2)=[N:7][C:2]([NH:33][C:30]2[CH:31]=[N:32][C:27]([N:24]3[CH2:25][CH2:26][N:21]([CH3:20])[CH2:22][CH2:23]3)=[CH:28][CH:29]=2)=[N:3][CH:4]=1. The yield is 0.600. (4) The reactants are [NH:1]1[CH2:6][CH2:5][O:4][CH2:3][CH2:2]1.[CH2:7]([N:9]1[C:15]2[CH:16]=[C:17]([N+:20]([O-:22])=[O:21])[CH:18]=[CH:19][C:14]=2[O:13][CH2:12][C:11](=[O:23])[CH2:10]1)[CH3:8].C(O[BH-](OC(=O)C)OC(=O)C)(=O)C.[Na+]. The catalyst is C(Cl)Cl. The product is [CH2:7]([N:9]1[C:15]2[CH:16]=[C:17]([N+:20]([O-:22])=[O:21])[CH:18]=[CH:19][C:14]=2[O:13][CH2:12][CH:11]([OH:23])[CH2:10]1)[CH3:8].[CH2:7]([N:9]1[C:15]2[CH:16]=[C:17]([N+:20]([O-:22])=[O:21])[CH:18]=[CH:19][C:14]=2[O:13][CH2:12][CH:11]([N:1]2[CH2:6][CH2:5][O:4][CH2:3][CH2:2]2)[CH2:10]1)[CH3:8]. The yield is 0.310. (5) The reactants are [NH2:1][C:2]1[C:3]([F:23])=[CH:4][C:5]([Cl:22])=[C:6]([C:8]2[C:9](=[O:21])[N:10]([CH2:19][CH3:20])[C:11]3[C:16]([CH:17]=2)=[CH:15][N:14]=[C:13](Cl)[CH:12]=3)[CH:7]=1.[CH3:24][N:25]([CH3:29])[CH:26](N)[CH3:27].C[N:31](C=O)C. The yield is 0.850. The product is [NH2:1][C:2]1[C:3]([F:23])=[CH:4][C:5]([Cl:22])=[C:6]([C:8]2[C:9](=[O:21])[N:10]([CH2:19][CH3:20])[C:11]3[C:16]([CH:17]=2)=[CH:15][N:14]=[C:13]([NH:31][CH2:27][CH2:26][N:25]([CH3:29])[CH3:24])[CH:12]=3)[CH:7]=1. The catalyst is O. (6) The product is [C:12]([O:16][C:17]([NH:18][CH2:19][CH2:20][O:21][S:1]([C:4]1[CH:10]=[CH:9][C:7]([CH3:8])=[CH:6][CH:5]=1)(=[O:3])=[O:2])=[O:22])([CH3:15])([CH3:13])[CH3:14]. The reactants are [S:1](Cl)([C:4]1[CH:10]=[CH:9][C:7]([CH3:8])=[CH:6][CH:5]=1)(=[O:3])=[O:2].[C:12]([O:16][C:17](=[O:22])[NH:18][CH2:19][CH2:20][OH:21])([CH3:15])([CH3:14])[CH3:13].CCN(CC)CC. The yield is 0.790. The catalyst is C(Cl)Cl. (7) The reactants are [F:1][C:2]1([F:13])[C:11](=[O:12])[N:5]2C(C)(C)[O:7][CH2:8][C@H:4]2[CH2:3]1. The catalyst is O.O1CCOCC1. The product is [F:1][C:2]1([F:13])[CH2:3][C@H:4]([CH2:8][OH:7])[NH:5][C:11]1=[O:12]. The yield is 0.890.